Dataset: Full USPTO retrosynthesis dataset with 1.9M reactions from patents (1976-2016). Task: Predict the reactants needed to synthesize the given product. (1) Given the product [C:24]([NH:27][CH2:28][CH2:29][NH:30][C:19](=[O:21])[C:18]1[CH:22]=[CH:23][C:15]([O:14][CH2:13][C:12]2[C:8]([C:5]3[CH:4]=[CH:3][C:2]([Cl:1])=[CH:7][CH:6]=3)=[N:9][O:10][CH:11]=2)=[N:16][CH:17]=1)(=[O:26])[CH3:25], predict the reactants needed to synthesize it. The reactants are: [Cl:1][C:2]1[CH:7]=[CH:6][C:5]([C:8]2[C:12]([CH2:13][O:14][C:15]3[CH:23]=[CH:22][C:18]([C:19]([OH:21])=O)=[CH:17][N:16]=3)=[CH:11][O:10][N:9]=2)=[CH:4][CH:3]=1.[C:24]([NH:27][CH2:28][CH2:29][NH2:30])(=[O:26])[CH3:25]. (2) Given the product [CH2:32]([N:24]([C:25]1[CH:26]=[CH:27][C:28]([Cl:31])=[CH:29][CH:30]=1)[CH2:23][C@@H:10]1[C@@H:11]([CH2:13][C:14]2[CH:19]=[CH:18][CH:17]=[C:16]([CH:20]([CH3:22])[CH3:21])[CH:15]=2)[CH2:12][NH:8][CH2:9]1)[C:33]1[CH:34]=[CH:35][CH:36]=[CH:37][CH:38]=1, predict the reactants needed to synthesize it. The reactants are: C(OC([N:8]1[CH2:12][C@H:11]([CH2:13][C:14]2[CH:19]=[CH:18][CH:17]=[C:16]([CH:20]([CH3:22])[CH3:21])[CH:15]=2)[C@H:10]([CH2:23][N:24]([CH2:32][C:33]2[CH:38]=[CH:37][CH:36]=[CH:35][CH:34]=2)[C:25]2[CH:30]=[CH:29][C:28]([Cl:31])=[CH:27][CH:26]=2)[CH2:9]1)=O)(C)(C)C. (3) Given the product [CH3:22][C:3]1[C:2]([NH:28][CH3:27])=[N:11][C:10]2[C:5](=[CH:6][CH:7]=[CH:8][C:9]=2[C:12]2[NH:20][C:19]3[CH2:18][CH2:17][NH:16][C:15](=[O:21])[C:14]=3[CH:13]=2)[N:4]=1, predict the reactants needed to synthesize it. The reactants are: F[C:2]1[C:3]([CH3:22])=[N:4][C:5]2[C:10]([N:11]=1)=[C:9]([C:12]1[NH:20][C:19]3[CH2:18][CH2:17][NH:16][C:15](=[O:21])[C:14]=3[CH:13]=1)[CH:8]=[CH:7][CH:6]=2.Cl.CN.C[CH2:27][N:28](C(C)C)C(C)C. (4) Given the product [CH2:1]([O:8][C:9]([N:11]([CH3:24])[C@@H:12]([CH2:16][CH2:17][CH2:18][CH2:19][OH:20])[C:13]([OH:15])=[O:14])=[O:10])[C:2]1[CH:3]=[CH:4][CH:5]=[CH:6][CH:7]=1, predict the reactants needed to synthesize it. The reactants are: [CH2:1]([O:8][C:9]([N:11]([CH3:24])[C@@H:12]([CH2:16][CH2:17][CH2:18][CH2:19][O:20]C(=O)C)[C:13]([OH:15])=[O:14])=[O:10])[C:2]1[CH:7]=[CH:6][CH:5]=[CH:4][CH:3]=1.[OH-].[Na+].Cl. (5) Given the product [C:37]1([C:2]([C:11]2[CH:16]=[CH:15][C:14]([C:17]([F:20])([F:19])[F:18])=[CH:13][CH:12]=2)=[CH:3][CH:4]=[CH:5][C:6]([O:8][CH2:9][CH3:10])=[O:7])[CH:42]=[CH:41][CH:40]=[CH:39][CH:38]=1, predict the reactants needed to synthesize it. The reactants are: Br/[C:2](/[C:11]1[CH:16]=[CH:15][C:14]([C:17]([F:20])([F:19])[F:18])=[CH:13][CH:12]=1)=[CH:3]\[CH:4]=[CH:5]\[C:6]([O:8][CH2:9][CH3:10])=[O:7].O1C=CC=C1P(C1OC=CC=1)C1OC=CC=1.[C:37]1(B(O)O)[CH:42]=[CH:41][CH:40]=[CH:39][CH:38]=1.C(=O)([O-])[O-].[Na+].[Na+]. (6) Given the product [ClH:2].[CH3:15][O:14][C:11]1[CH:12]=[C:13]2[C:8](=[CH:9][CH:10]=1)[CH:7]=[N:6][CH:5]=[C:4]2[CH2:3][C:16]#[N:17], predict the reactants needed to synthesize it. The reactants are: Cl.[Cl:2][CH2:3][C:4]1[C:13]2[C:8](=[CH:9][CH:10]=[C:11]([O:14][CH3:15])[CH:12]=2)[CH:7]=[N:6][CH:5]=1.[C-:16]#[N:17].[K+]. (7) Given the product [Br:1][C:2]1[CH:3]=[CH:4][C:5]2[CH2:6][C:7]3[C:12]([C:13]=2[CH:14]=1)=[CH:11][C:10]([Br:15])=[CH:9][CH:8]=3, predict the reactants needed to synthesize it. The reactants are: [Br:1][C:2]1[CH:3]=[CH:4][C:5]2[C:6](=O)[C:7]3[C:12]([C:13]=2[CH:14]=1)=[CH:11][C:10]([Br:15])=[CH:9][CH:8]=3.O.NN.[OH-].[K+].Cl. (8) Given the product [CH2:1]1[C:9]2[C:4](=[CH:5][CH:6]=[CH:7][CH:8]=2)[CH2:3][CH:2]1[CH:10]([NH:16][CH:13]1[CH2:15][CH2:14]1)[CH3:11], predict the reactants needed to synthesize it. The reactants are: [CH2:1]1[C:9]2[C:4](=[CH:5][CH:6]=[CH:7][CH:8]=2)[CH2:3][CH:2]1[C:10](=O)[CH3:11].[CH:13]1([NH2:16])[CH2:15][CH2:14]1.C(O)(=O)C.C([BH3-])#N.[Na+]. (9) Given the product [CH3:39][O:38][C:32]1[CH:31]=[C:30]([C:28]2[CH:27]=[C:26]3[C:21]([CH:22]=[CH:23][CH:24]=[N:25]3)=[C:20]([O:1][CH2:2][C@H:3]3[CH2:7][NH:6][C:5](=[O:16])[CH2:4]3)[N:29]=2)[CH:35]=[CH:34][C:33]=1[O:36][CH3:37], predict the reactants needed to synthesize it. The reactants are: [OH:1][CH2:2][C@H:3]1[CH2:7][N:6]([C@@H](C2C=CC=CC=2)C)[C:5](=[O:16])[CH2:4]1.[H-].[Na+].Cl[C:20]1[N:29]=[C:28]([C:30]2[CH:35]=[CH:34][C:33]([O:36][CH3:37])=[C:32]([O:38][CH3:39])[CH:31]=2)[CH:27]=[C:26]2[C:21]=1[CH:22]=[CH:23][CH:24]=[N:25]2.FC(F)(F)C(O)=O.